From a dataset of Forward reaction prediction with 1.9M reactions from USPTO patents (1976-2016). Predict the product of the given reaction. (1) Given the reactants [NH2:1][C:2]1[N:7]=[C:6]([Cl:8])[C:5]([NH:9][CH:10]=[O:11])=[C:4](Cl)[N:3]=1.[NH2:13][C@H:14]1[CH2:18][C:17]([CH2:19][OH:20])=[CH:16][CH2:15]1.C12CC(C=C1)C(=O)N2, predict the reaction product. The product is: [NH2:1][C:2]1[N:3]=[C:4]([NH:13][C@H:14]2[CH2:18][C:17]([CH2:19][OH:20])=[CH:16][CH2:15]2)[C:5]([NH:9][CH:10]=[O:11])=[C:6]([Cl:8])[N:7]=1. (2) The product is: [CH3:12][N:13]([CH:15]=[C:2]1[CH2:3][CH2:4][C:5]2[C:10](=[CH:9][CH:8]=[CH:7][CH:6]=2)[C:1]1=[O:11])[CH3:14]. Given the reactants [C:1]1(=[O:11])[C:10]2[C:5](=[CH:6][CH:7]=[CH:8][CH:9]=2)[CH2:4][CH2:3][CH2:2]1.[CH3:12][N:13]([CH:15](OC)OC)[CH3:14].CC(OC(N(C)C)N(C)C)(C)C, predict the reaction product. (3) Given the reactants [CH:1]([N:4]1[CH2:9][CH2:8][CH:7]([NH2:10])[CH2:6][CH2:5]1)([CH3:3])[CH3:2].C(N(C(C)C)CC)(C)C.[O:20]=[C:21]1[C:29]2[C:24](=[CH:25][CH:26]=[CH:27][CH:28]=2)[C:23](=[O:30])[N:22]1[CH2:31][CH2:32][S:33](Cl)(=[O:35])=[O:34], predict the reaction product. The product is: [CH:1]([N:4]1[CH2:9][CH2:8][CH:7]([NH:10][S:33]([CH2:32][CH2:31][N:22]2[C:21](=[O:20])[C:29]3[C:24](=[CH:25][CH:26]=[CH:27][CH:28]=3)[C:23]2=[O:30])(=[O:34])=[O:35])[CH2:6][CH2:5]1)([CH3:3])[CH3:2]. (4) Given the reactants [C:1]1([CH:11]=O)[C:10]2[C:5](=[CH:6][CH:7]=[CH:8][CH:9]=2)[CH:4]=[CH:3][CH:2]=1.[Cl:13][C:14]1[CH:15]=[C:16]2[C:20](=[CH:21][CH:22]=1)[NH:19][C:18]([CH3:23])=[C:17]2[CH:24]1[CH2:29][CH2:28][NH:27][CH2:26][CH2:25]1, predict the reaction product. The product is: [Cl:13][C:14]1[CH:15]=[C:16]2[C:20](=[CH:21][CH:22]=1)[NH:19][C:18]([CH3:23])=[C:17]2[CH:24]1[CH2:29][CH2:28][N:27]([CH2:11][C:1]2[C:10]3[C:5](=[CH:6][CH:7]=[CH:8][CH:9]=3)[CH:4]=[CH:3][CH:2]=2)[CH2:26][CH2:25]1. (5) Given the reactants [F:1][C:2]1[C:7]2[N:8]=[C:9]([C:11]3[CH:12]=[C:13]([C:19]4[C:20]([N:39]([CH3:44])[S:40]([CH3:43])(=[O:42])=[O:41])=[CH:21][C:22]5[O:26][C:25]([C:27]6[CH:32]=[CH:31][C:30]([F:33])=[CH:29][CH:28]=6)=[C:24]([C:34]([NH:36][CH3:37])=[O:35])[C:23]=5[CH:38]=4)[CH:14]=[C:15]([CH:17]=[O:18])[CH:16]=3)[O:10][C:6]=2[CH:5]=[CH:4][CH:3]=1.[O:45]1CCOCC1.[O-]Cl=O.[Na+].C(Cl)Cl, predict the reaction product. The product is: [F:1][C:2]1[C:7]2[N:8]=[C:9]([C:11]3[CH:16]=[C:15]([CH:14]=[C:13]([C:19]4[C:20]([N:39]([CH3:44])[S:40]([CH3:43])(=[O:42])=[O:41])=[CH:21][C:22]5[O:26][C:25]([C:27]6[CH:32]=[CH:31][C:30]([F:33])=[CH:29][CH:28]=6)=[C:24]([C:34](=[O:35])[NH:36][CH3:37])[C:23]=5[CH:38]=4)[CH:12]=3)[C:17]([OH:45])=[O:18])[O:10][C:6]=2[CH:5]=[CH:4][CH:3]=1. (6) Given the reactants Br[C:2]1[CH:3]=[C:4]([N:8]2[C:16]3[C:11](=[CH:12][C:13]([CH2:17][NH:18][C:19](=[O:21])[CH3:20])=[CH:14][CH:15]=3)[C:10]([C:22]([O:24][CH3:25])=[O:23])=[N:9]2)[CH:5]=[CH:6][CH:7]=1.[C:26]([C@:28]1([OH:35])[CH2:32][CH2:31][N:30]([CH3:33])[C:29]1=[O:34])#[CH:27], predict the reaction product. The product is: [C:19]([NH:18][CH2:17][C:13]1[CH:12]=[C:11]2[C:16](=[CH:15][CH:14]=1)[N:8]([C:4]1[CH:5]=[CH:6][CH:7]=[C:2]([C:27]#[C:26][C@:28]3([OH:35])[CH2:32][CH2:31][N:30]([CH3:33])[C:29]3=[O:34])[CH:3]=1)[N:9]=[C:10]2[C:22]([O:24][CH3:25])=[O:23])(=[O:21])[CH3:20].